From a dataset of Catalyst prediction with 721,799 reactions and 888 catalyst types from USPTO. Predict which catalyst facilitates the given reaction. (1) Reactant: [CH3:1][C:2]([CH3:40])([CH3:39])[CH2:3][CH2:4][CH:5]([N:16]1[CH2:21][CH2:20][C:19]([F:23])([F:22])[CH:18]([CH2:24][C:25]([O:27]C)=[O:26])[CH:17]1[C:29]1[CH:34]=[CH:33][C:32]([C:35]([F:38])([F:37])[F:36])=[CH:31][CH:30]=1)[C:6]1[CH:11]=[CH:10][C:9]([C:12]([F:15])([F:14])[F:13])=[CH:8][CH:7]=1.[OH-].[K+]. Product: [CH3:1][C:2]([CH3:40])([CH3:39])[CH2:3][CH2:4][CH:5]([N:16]1[CH2:21][CH2:20][C:19]([F:23])([F:22])[CH:18]([CH2:24][C:25]([OH:27])=[O:26])[CH:17]1[C:29]1[CH:30]=[CH:31][C:32]([C:35]([F:38])([F:36])[F:37])=[CH:33][CH:34]=1)[C:6]1[CH:11]=[CH:10][C:9]([C:12]([F:13])([F:14])[F:15])=[CH:8][CH:7]=1. The catalyst class is: 5. (2) Product: [Br:1][C:2]1[CH:10]=[C:9]2[C:5]([C:6]([OH:12])([CH3:13])[C:7](=[O:11])[NH:8]2)=[CH:4][CH:3]=1. Reactant: [Br:1][C:2]1[CH:10]=[C:9]2[C:5]([C:6](=[O:12])[C:7](=[O:11])[NH:8]2)=[CH:4][CH:3]=1.[CH3:13][Mg]Br. The catalyst class is: 1. (3) Reactant: [CH3:1][C:2]1[CH:7]=[C:6]([C:8]2[CH:13]=[C:12]([CH3:14])[CH:11]=[C:10]([CH3:15])[CH:9]=2)[N:5]=[C:4]([NH2:16])[N:3]=1.C1C(=O)N([I:24])C(=O)C1. Product: [I:24][C:7]1[C:2]([CH3:1])=[N:3][C:4]([NH2:16])=[N:5][C:6]=1[C:8]1[CH:13]=[C:12]([CH3:14])[CH:11]=[C:10]([CH3:15])[CH:9]=1. The catalyst class is: 61. (4) Reactant: C([O:8][C@H:9]1[CH2:13][CH2:12][CH2:11][C@H:10]1[C:14]1[N:18]2[C:19]3[C:24]([NH:25][C:26](=[O:27])[C:17]2=[N:16][N:15]=1)=[CH:23][C:22]([C:28]([N:30]1[CH2:38][C:37]2[C:32](=[CH:33][CH:34]=[CH:35][CH:36]=2)[CH2:31]1)=[O:29])=[C:21]([CH3:39])[CH:20]=3)C1C=CC=CC=1. Product: [CH2:31]1[C:32]2[C:37](=[CH:36][CH:35]=[CH:34][CH:33]=2)[CH2:38][N:30]1[C:28]([C:22]1[CH:23]=[C:24]2[C:19](=[CH:20][C:21]=1[CH3:39])[N:18]1[C:14]([C@@H:10]3[CH2:11][CH2:12][CH2:13][C@@H:9]3[OH:8])=[N:15][N:16]=[C:17]1[C:26](=[O:27])[NH:25]2)=[O:29]. The catalyst class is: 63. (5) Reactant: [CH2:1]([OH:19])[CH2:2][CH2:3][CH2:4][CH2:5][CH2:6][CH2:7][CH2:8]/[CH:9]=[CH:10]\[CH2:11][CH2:12][CH2:13][CH2:14][CH2:15][CH2:16][CH2:17][CH3:18].C(N(CC)CC)C.[C:27](Cl)(=[O:30])[CH:28]=[CH2:29]. Product: [C:27]([O:19][CH2:1][CH2:2][CH2:3][CH2:4][CH2:5][CH2:6][CH2:7][CH2:8]/[CH:9]=[CH:10]\[CH2:11][CH2:12][CH2:13][CH2:14][CH2:15][CH2:16][CH2:17][CH3:18])(=[O:30])[CH:28]=[CH2:29]. The catalyst class is: 2.